Dataset: Reaction yield outcomes from USPTO patents with 853,638 reactions. Task: Predict the reaction yield, written as a fraction of the theoretical maximum amount of product (1.0 means a 100% yield; for example, 0.34 means a 34% yield). (1) The reactants are S(S([O-])=O)([O-])=O.[Na+].[Na+].[Cl:9][C:10]1[CH:11]=[CH:12][C:13]([N+:18]([O-])=O)=[C:14]([O:16][CH3:17])[CH:15]=1.C(=O)([O-])O.[K+].Cl. The catalyst is CO.O. The product is [Cl:9][C:10]1[CH:11]=[CH:12][C:13]([NH2:18])=[C:14]([O:16][CH3:17])[CH:15]=1. The yield is 0.640. (2) The yield is 0.640. The catalyst is CN1C(=O)CCC1. The reactants are Cl[CH2:2][CH2:3][NH:4][C:5]1[CH:10]=[CH:9][C:8]([C:11]2[NH:20][C:14]3=[N:15][CH:16]=[C:17]([Cl:19])[CH:18]=[C:13]3[C:12]=2[C:21]2[CH:22]=[N:23][CH:24]=[N:25][CH:26]=2)=[CH:7][CH:6]=1.[CH3:27][N:28]1[CH2:33][CH2:32][NH:31][CH2:30][CH2:29]1. The product is [Cl:19][C:17]1[CH:18]=[C:13]2[C:12]([C:21]3[CH:26]=[N:25][CH:24]=[N:23][CH:22]=3)=[C:11]([C:8]3[CH:7]=[CH:6][C:5]([NH:4][CH2:3][CH2:2][N:31]4[CH2:32][CH2:33][N:28]([CH3:27])[CH2:29][CH2:30]4)=[CH:10][CH:9]=3)[NH:20][C:14]2=[N:15][CH:16]=1. (3) The reactants are [CH2:1]([N:3]1[CH:7]=[C:6](B2OC(C)(C)C(C)(C)O2)[CH:5]=[N:4]1)[CH3:2].[CH2:17]([C@@H:19]1[CH2:24][NH:23][CH2:22][CH2:21][N:20]1C(OC(C)(C)C)=O)[CH3:18]. No catalyst specified. The product is [CH2:1]([N:3]1[CH:7]=[C:6]([C:22]2[N:23]=[CH:24][C:6]3[CH:5]=[N:4][N:3]([C:1]4[CH:2]=[CH:18][CH:17]=[C:19]([N:23]5[CH2:22][CH2:21][NH:20][C@H:19]([CH2:17][CH3:18])[CH2:24]5)[N:20]=4)[C:7]=3[CH:21]=2)[CH:5]=[N:4]1)[CH3:2]. The yield is 0.100. (4) The reactants are [C:1]([O:5][C:6](=[O:20])[NH:7][CH2:8][CH2:9][N:10]1[C:18]2[C:17](Cl)=[N:16][CH:15]=[N:14][C:13]=2[CH:12]=[CH:11]1)([CH3:4])([CH3:3])[CH3:2].C(=O)([O-])[O-].[K+].[K+].[NH2:27][C:28]1[CH:33]=[CH:32][C:31]([OH:34])=[CH:30][C:29]=1[Cl:35]. The catalyst is CN1CCCC1=O.O. The product is [NH2:27][C:28]1[CH:33]=[CH:32][C:31]([O:34][C:17]2[C:18]3[N:10]([CH2:9][CH2:8][NH:7][C:6](=[O:20])[O:5][C:1]([CH3:4])([CH3:3])[CH3:2])[CH:11]=[CH:12][C:13]=3[N:14]=[CH:15][N:16]=2)=[CH:30][C:29]=1[Cl:35]. The yield is 0.630. (5) The reactants are [CH2:1]([N:3]1[CH:7]=[C:6]([C:8]2[CH:13]=[CH:12][N:11]=[C:10]3[NH:14][CH:15]=[CH:16][C:9]=23)[C:5]([C:17]2[CH:23]=[CH:22][C:20]([NH2:21])=[CH:19][CH:18]=2)=[N:4]1)[CH3:2].[C:24]1([N:30]=[C:31]=[O:32])[CH:29]=[CH:28][CH:27]=[CH:26][CH:25]=1. The catalyst is N1C=CC=CC=1. The product is [CH2:1]([N:3]1[CH:7]=[C:6]([C:8]2[CH:13]=[CH:12][N:11]=[C:10]3[NH:14][CH:15]=[CH:16][C:9]=23)[C:5]([C:17]2[CH:23]=[CH:22][C:20]([NH:21][C:31]([NH:30][C:24]3[CH:29]=[CH:28][CH:27]=[CH:26][CH:25]=3)=[O:32])=[CH:19][CH:18]=2)=[N:4]1)[CH3:2]. The yield is 0.500.